This data is from Peptide-MHC class II binding affinity with 134,281 pairs from IEDB. The task is: Regression. Given a peptide amino acid sequence and an MHC pseudo amino acid sequence, predict their binding affinity value. This is MHC class II binding data. The peptide sequence is EEAEISGSSARYDVA. The MHC is DRB5_0101 with pseudo-sequence DRB5_0101. The binding affinity (normalized) is 0.